Dataset: Full USPTO retrosynthesis dataset with 1.9M reactions from patents (1976-2016). Task: Predict the reactants needed to synthesize the given product. (1) Given the product [Br:27][C:28]1[S:29][C:30]([C:34]([OH:36])=[O:35])=[C:31]([Br:33])[N:32]=1, predict the reactants needed to synthesize it. The reactants are: C(NC(C)C)(C)C.C([Li])CCC.CCCCCC.[Li+].CC([N-]C(C)C)C.[Br:27][C:28]1[S:29][CH:30]=[C:31]([Br:33])[N:32]=1.[C:34](=[O:36])=[O:35].[OH-].[Na+]. (2) Given the product [O:9]1[C:10]2[CH:16]=[CH:15][CH:14]=[CH:13][C:11]=2[N:12]=[C:8]1[C:4]1[CH:3]=[C:2]([C:18]2[CH:19]=[N:20][CH:21]=[C:22]([C:2]3[CH:7]=[N:6][CH:5]=[C:4]([C:8]4[O:28][C:25]5[CH:14]=[CH:15][CH:16]=[CH:10][C:11]=5[N:12]=4)[CH:3]=3)[CH:23]=2)[CH:7]=[N:6][CH:5]=1, predict the reactants needed to synthesize it. The reactants are: Br[C:2]1[CH:3]=[C:4]([C:8]2[O:9][C:10]3[CH:16]=[CH:15][CH:14]=[CH:13][C:11]=3[N:12]=2)[CH:5]=[N:6][CH:7]=1.Br[C:18]1[CH:19]=[N:20][CH:21]=[C:22](Br)[CH:23]=1.[C:25]([O-:28])([O-])=O.[Na+].[Na+].O. (3) Given the product [CH2:30]([O:29][CH:13]([O:12][CH2:10][CH3:11])[C:14]1[CH:19]=[CH:18][CH:17]=[CH:16][C:15]=1[C:20]([C:22]1[CH:27]=[CH:26][CH:25]=[CH:24][C:23]=1[F:28])=[O:21])[CH3:31], predict the reactants needed to synthesize it. The reactants are: N1C=CC=CC=1.O=[Si]=O.[CH2:10]([O:12][CH:13]([O:29][CH2:30][CH3:31])[C:14]1[CH:19]=[CH:18][CH:17]=[CH:16][C:15]=1[CH:20]([C:22]1[CH:27]=[CH:26][CH:25]=[CH:24][C:23]=1[F:28])[OH:21])[CH3:11].